Dataset: Full USPTO retrosynthesis dataset with 1.9M reactions from patents (1976-2016). Task: Predict the reactants needed to synthesize the given product. (1) The reactants are: [CH2:1]([CH:8]1[CH2:13][CH2:12][N:11]([CH2:14][C@H:15]2[CH2:19][CH2:18][C@@H:17]([NH:20][C:21]([C@:23]34[CH2:49][CH2:48][C@@H:47]([C:50]([CH3:52])=[CH2:51])[C@@H:24]3[C@@H:25]3[C@@:38]([CH3:41])([CH2:39][CH2:40]4)[C@@:37]4([CH3:42])[C@@H:28]([C@:29]5([CH3:46])[C@@H:34]([CH2:35][CH2:36]4)[C:33]([CH3:44])([CH3:43])[C@@H:32]([OH:45])[CH2:31][CH2:30]5)[CH2:27][CH2:26]3)=[O:22])[CH2:16]2)[CH2:10][CH2:9]1)[C:2]1[CH:7]=[CH:6][CH:5]=[CH:4][CH:3]=1.N1C=CC=CC=1.[C:59]1(=[O:66])[O:65][C:63](=[O:64])[CH2:62][CH2:61][CH2:60]1. Given the product [CH2:1]([CH:8]1[CH2:13][CH2:12][N:11]([CH2:14][C@H:15]2[CH2:19][CH2:18][C@@H:17]([NH:20][C:21]([C@:23]34[CH2:49][CH2:48][C@@H:47]([C:50]([CH3:52])=[CH2:51])[C@@H:24]3[C@@H:25]3[C@@:38]([CH3:41])([CH2:39][CH2:40]4)[C@@:37]4([CH3:42])[C@@H:28]([C@:29]5([CH3:46])[C@@H:34]([CH2:35][CH2:36]4)[C:33]([CH3:44])([CH3:43])[C@@H:32]([O:45][C:59](=[O:66])[CH2:60][CH2:61][CH2:62][C:63]([OH:65])=[O:64])[CH2:31][CH2:30]5)[CH2:27][CH2:26]3)=[O:22])[CH2:16]2)[CH2:10][CH2:9]1)[C:2]1[CH:7]=[CH:6][CH:5]=[CH:4][CH:3]=1, predict the reactants needed to synthesize it. (2) Given the product [Cl:1][C:2]1[CH:7]=[C:6]([C:8]2[CH:13]=[CH:12][CH:11]=[C:10]([CH3:14])[N:9]=2)[CH:5]=[CH:4][C:3]=1[C:15]1[C:26](=[O:27])[N:25]([CH2:29][C:30]([N:32]2[CH2:37][CH2:36][O:35][CH2:34][CH2:33]2)=[O:31])[C:18]2[N:19]=[C:20]([NH:40][CH2:38][CH3:39])[N:21]=[CH:22][C:17]=2[CH:16]=1, predict the reactants needed to synthesize it. The reactants are: [Cl:1][C:2]1[CH:7]=[C:6]([C:8]2[CH:13]=[CH:12][CH:11]=[C:10]([CH3:14])[N:9]=2)[CH:5]=[CH:4][C:3]=1[C:15]1[C:26](=[O:27])[NH:25][C:18]2[N:19]=[C:20](SC)[N:21]=[CH:22][C:17]=2[CH:16]=1.Cl[CH2:29][C:30]([N:32]1[CH2:37][CH2:36][O:35][CH2:34][CH2:33]1)=[O:31].[CH2:38]([NH2:40])[CH3:39].